Task: Regression. Given a peptide amino acid sequence and an MHC pseudo amino acid sequence, predict their binding affinity value. This is MHC class I binding data.. Dataset: Peptide-MHC class I binding affinity with 185,985 pairs from IEDB/IMGT The binding affinity (normalized) is 0.0847. The MHC is HLA-A30:01 with pseudo-sequence HLA-A30:01. The peptide sequence is DTLKVGNTY.